From a dataset of Full USPTO retrosynthesis dataset with 1.9M reactions from patents (1976-2016). Predict the reactants needed to synthesize the given product. Given the product [ClH:1].[F:17][C:18]1[CH:19]=[CH:20][C:21]([N:24]2[C:32]3[C:27](=[CH:28][C:29]([O:5][C@H:4]([C:6]4[CH:15]=[CH:14][C:13]5[C:8](=[CH:9][CH:10]=[CH:11][CH:12]=5)[CH:7]=4)[C@@H:3]([NH2:2])[CH3:16])=[CH:30][CH:31]=3)[CH:26]=[N:25]2)=[CH:22][CH:23]=1.[C:13]([O:35][CH3:34])([CH3:12])([CH3:8])[CH3:14].[ClH:1], predict the reactants needed to synthesize it. The reactants are: [ClH:1].[NH2:2][C@@H:3]([CH3:16])[C@@H:4]([C:6]1[CH:15]=[CH:14][C:13]2[C:8](=[CH:9][CH:10]=[CH:11][CH:12]=2)[CH:7]=1)[OH:5].[F:17][C:18]1[CH:23]=[CH:22][C:21]([N:24]2[C:32]3[C:27](=[CH:28][C:29](I)=[CH:30][CH:31]=3)[CH:26]=[N:25]2)=[CH:20][CH:19]=1.[C:34](=O)([O-])[O-:35].[Cs+].[Cs+].